From a dataset of Full USPTO retrosynthesis dataset with 1.9M reactions from patents (1976-2016). Predict the reactants needed to synthesize the given product. (1) Given the product [C:23]1([C:8]2[C:3]([O:2][CH3:1])=[N:4][CH:5]=[CH:6][N:7]=2)[CH:28]=[CH:27][CH:26]=[CH:25][CH:24]=1, predict the reactants needed to synthesize it. The reactants are: [CH3:1][O:2][C:3]1[CH:8]=[N:7][CH:6]=[CH:5][N:4]=1.C(OCC)C.C(OCCCC)CCC.[C:23]1([Li])[CH:28]=[CH:27][CH:26]=[CH:25][CH:24]=1. (2) Given the product [NH2:17][C:3]1[CH:4]=[C:5]([C:8]2[C:9]([CH3:15])([CH3:14])[CH2:10][C:11](=[O:12])[NH:21][N:22]=2)[CH:6]=[CH:7][C:2]=1[Cl:1], predict the reactants needed to synthesize it. The reactants are: [Cl:1][C:2]1[CH:7]=[CH:6][C:5]([C:8]2(O)[O:12][C:11](=O)[CH2:10][C:9]2([CH3:15])[CH3:14])=[CH:4][C:3]=1[N+:17]([O-])=O.O.[NH2:21][NH2:22].